This data is from Reaction yield outcomes from USPTO patents with 853,638 reactions. The task is: Predict the reaction yield, written as a fraction of the theoretical maximum amount of product (1.0 means a 100% yield; for example, 0.34 means a 34% yield). (1) The reactants are [CH:1]1([C:4]([N:6]([C:12]2[CH:22]=[CH:21][C:15]([C:16]([O:18]CC)=O)=[CH:14][CH:13]=2)[CH2:7][CH2:8][N:9]([CH3:11])[CH3:10])=[O:5])[CH2:3][CH2:2]1.[OH-].[Na+].Cl.Cl.Cl.[CH2:28]([O:30][C:31]1[CH:32]=[C:33]([CH:50]=[CH:51][CH:52]=1)[CH2:34][N:35]1[C:39]2=[N:40][CH:41]=[N:42][C:43]([N:44]3[CH2:49][CH2:48][NH:47][CH2:46][CH2:45]3)=[C:38]2[CH:37]=[N:36]1)[CH3:29].ON1C2C=CC=CC=2N=N1.Cl.C(N=C=NCCCN(C)C)C.C(=O)([O-])O.[Na+]. The catalyst is C(O)C.C(Cl)(Cl)Cl.C(N(CC)CC)C.C(Cl)Cl. The product is [CH2:28]([O:30][C:31]1[CH:32]=[C:33]([CH:50]=[CH:51][CH:52]=1)[CH2:34][N:35]1[C:39]2=[N:40][CH:41]=[N:42][C:43]([N:44]3[CH2:45][CH2:46][N:47]([C:16](=[O:18])[C:15]4[CH:14]=[CH:13][C:12]([N:6]([C:4]([CH:1]5[CH2:2][CH2:3]5)=[O:5])[CH2:7][CH2:8][N:9]([CH3:10])[CH3:11])=[CH:22][CH:21]=4)[CH2:48][CH2:49]3)=[C:38]2[CH:37]=[N:36]1)[CH3:29]. The yield is 0.840. (2) The reactants are CC(=CC)C.Cl([O-])=[O:7].[Na+].[O:10]=[CH:11][CH2:12][CH2:13][C:14]1[C:22]2[C:17](=[CH:18][CH:19]=[CH:20][C:21]=2[NH:23][C:24]2[C:32]3[C:27](=[CH:28][N:29]=[CH:30][CH:31]=3)[O:26][C:25]=2[C:33]2[N:38]=[CH:37][CH:36]=[CH:35][N:34]=2)[N:16]([C:39]([O:41][C:42]([CH3:45])([CH3:44])[CH3:43])=[O:40])[N:15]=1. The catalyst is O.CC(O)(C)C. The product is [C:42]([O:41][C:39]([N:16]1[C:17]2[C:22](=[C:21]([NH:23][C:24]3[C:32]4[C:27](=[CH:28][N:29]=[CH:30][CH:31]=4)[O:26][C:25]=3[C:33]3[N:38]=[CH:37][CH:36]=[CH:35][N:34]=3)[CH:20]=[CH:19][CH:18]=2)[C:14]([CH2:13][CH2:12][C:11]([OH:7])=[O:10])=[N:15]1)=[O:40])([CH3:45])([CH3:44])[CH3:43]. The yield is 0.530. (3) The reactants are [CH2:1]([C:3]([C:12]1[CH:25]=[CH:24][C:15]([O:16][CH2:17][C:18]([OH:23])([CH2:21][CH3:22])[CH2:19][CH3:20])=[C:14]([CH3:26])[CH:13]=1)([C:6]1[S:7][CH:8]=[C:9]([CH3:11])[CH:10]=1)[CH2:4][CH3:5])[CH3:2].Cl[C:28]([O:30][CH3:31])=[O:29]. The catalyst is C1COCC1. The product is [CH3:31][O:30][C:28]([C:8]1[S:7][C:6]([C:3]([CH2:4][CH3:5])([C:12]2[CH:25]=[CH:24][C:15]([O:16][CH2:17][C:18]([CH2:21][CH3:22])([OH:23])[CH2:19][CH3:20])=[C:14]([CH3:26])[CH:13]=2)[CH2:1][CH3:2])=[CH:10][C:9]=1[CH3:11])=[O:29]. The yield is 0.410. (4) The yield is 0.360. The catalyst is C(#N)C. The reactants are Cl[C:2]1[CH:7]=[C:6]([Cl:8])[N:5]=[N:4][C:3]=1[C:9]([O:11][CH2:12][CH3:13])=[O:10].[NH2:14][C:15]1[N:20]=[C:19]([C:21]([CH3:25])([CH3:24])[C:22]#[N:23])[CH:18]=[CH:17][CH:16]=1. The product is [Cl:8][C:6]1[N:5]=[N:4][C:3]([C:9]([O:11][CH2:12][CH3:13])=[O:10])=[C:2]([NH:14][C:15]2[CH:16]=[CH:17][CH:18]=[C:19]([C:21]([C:22]#[N:23])([CH3:25])[CH3:24])[N:20]=2)[CH:7]=1. (5) The reactants are Br[C:2]1[CH:3]=[C:4]([C:8]2[N:9]=[C:10]([CH:20]([CH3:22])[CH3:21])[NH:11][C:12]=2[C:13]2[CH:18]=[CH:17][CH:16]=[C:15]([CH3:19])[N:14]=2)[CH:5]=[CH:6][CH:7]=1.[F:23][C:24]1[CH:29]=[CH:28][C:27](B(O)O)=[CH:26][CH:25]=1. No catalyst specified. The product is [F:23][C:24]1[CH:29]=[CH:28][C:27]([C:2]2[CH:7]=[CH:6][CH:5]=[C:4]([C:8]3[N:9]=[C:10]([CH:20]([CH3:22])[CH3:21])[NH:11][C:12]=3[C:13]3[CH:18]=[CH:17][CH:16]=[C:15]([CH3:19])[N:14]=3)[CH:3]=2)=[CH:26][CH:25]=1. The yield is 0.800. (6) The reactants are [NH2:1][C:2]1[C:7]([CH:8]=O)=[CH:6][N:5]=[C:4]([S:10][CH3:11])[N:3]=1.[Cl:12][C:13]1[C:18]([O:19][CH3:20])=[CH:17][C:16]([O:21][CH3:22])=[CH:15][C:14]=1[CH2:23][C:24](OC)=[O:25].C([O-])([O-])=O.[K+].[K+].O. The catalyst is CN1C(=O)CCC1. The product is [Cl:12][C:13]1[C:18]([O:19][CH3:20])=[CH:17][C:16]([O:21][CH3:22])=[CH:15][C:14]=1[C:23]1[C:24](=[O:25])[NH:1][C:2]2[N:3]=[C:4]([S:10][CH3:11])[N:5]=[CH:6][C:7]=2[CH:8]=1. The yield is 0.550. (7) The reactants are C([N:8]1[CH2:13][CH2:12][C@@H:11]([F:14])[C@H:10]([NH:15][C:16](=[O:22])[O:17][C:18]([CH3:21])([CH3:20])[CH3:19])[CH2:9]1)C1C=CC=CC=1.[H][H]. The catalyst is CO.[Pd]. The product is [F:14][C@@H:11]1[CH2:12][CH2:13][NH:8][CH2:9][C@H:10]1[NH:15][C:16](=[O:22])[O:17][C:18]([CH3:20])([CH3:19])[CH3:21]. The yield is 0.960.